From a dataset of NCI-60 drug combinations with 297,098 pairs across 59 cell lines. Regression. Given two drug SMILES strings and cell line genomic features, predict the synergy score measuring deviation from expected non-interaction effect. Drug 1: CS(=O)(=O)CCNCC1=CC=C(O1)C2=CC3=C(C=C2)N=CN=C3NC4=CC(=C(C=C4)OCC5=CC(=CC=C5)F)Cl. Drug 2: CC1CCCC2(C(O2)CC(NC(=O)CC(C(C(=O)C(C1O)C)(C)C)O)C(=CC3=CSC(=N3)C)C)C. Cell line: MDA-MB-231. Synergy scores: CSS=37.2, Synergy_ZIP=-1.89, Synergy_Bliss=0.405, Synergy_Loewe=-1.60, Synergy_HSA=4.01.